From a dataset of Full USPTO retrosynthesis dataset with 1.9M reactions from patents (1976-2016). Predict the reactants needed to synthesize the given product. (1) Given the product [CH3:10][S:11]([N:1]1[CH:5]=[CH:4][CH:3]=[C:2]1[CH:6]=[O:7])(=[O:13])=[O:12], predict the reactants needed to synthesize it. The reactants are: [NH:1]1[CH:5]=[CH:4][CH:3]=[C:2]1[CH:6]=[O:7].[H-].[Na+].[CH3:10][S:11](Cl)(=[O:13])=[O:12]. (2) Given the product [OH:24][C:12]1[C:11]([C:9]([O:8][CH2:1][C:2]2[CH:3]=[CH:4][CH:5]=[CH:6][CH:7]=2)=[O:10])=[CH:16][N:15]([CH:17]([CH2:21][CH3:22])[C:18](=[O:20])[NH:34][C:32]2[CH:31]=[CH:30][N:29]3[N:25]=[CH:26][CH:27]=[C:28]3[CH:33]=2)[C:14](=[O:23])[CH:13]=1, predict the reactants needed to synthesize it. The reactants are: [CH2:1]([O:8][C:9]([C:11]1[C:12]([OH:24])=[CH:13][C:14](=[O:23])[N:15]([CH:17]([CH2:21][CH3:22])[C:18]([OH:20])=O)[CH:16]=1)=[O:10])[C:2]1[CH:7]=[CH:6][CH:5]=[CH:4][CH:3]=1.[N:25]1[N:29]2[CH:30]=[CH:31][C:32]([NH2:34])=[CH:33][C:28]2=[CH:27][CH:26]=1. (3) Given the product [CH2:39]([NH:38][C:36]1[CH:35]=[CH:34][C:33]([F:43])=[C:32]([C@:29]2([CH3:31])[CH2:28][O:27][CH2:26][C:25]([NH2:24])=[N:30]2)[CH:37]=1)[CH2:40][CH2:41][CH3:42], predict the reactants needed to synthesize it. The reactants are: COC1C=CC(C([NH:24][C:25]2[CH2:26][O:27][CH2:28][C@:29]([C:32]3[CH:37]=[C:36]([NH:38][CH2:39][CH2:40][CH2:41][CH3:42])[CH:35]=[CH:34][C:33]=3[F:43])([CH3:31])[N:30]=2)(C2C=CC(OC)=CC=2)C2C=CC=CC=2)=CC=1.FC(F)(F)C(O)=O. (4) The reactants are: O=[C:2]1[CH2:7][CH2:6][CH2:5][CH:4]([NH:8][C:9](=[O:15])[O:10][C:11]([CH3:14])([CH3:13])[CH3:12])[CH2:3]1.[CH2:16]([NH2:23])[C:17]1[CH:22]=[CH:21][CH:20]=[CH:19][CH:18]=1. Given the product [CH2:16]([N:23]=[C:2]1[CH2:7][CH2:6][CH2:5][CH:4]([NH:8][C:9](=[O:15])[O:10][C:11]([CH3:14])([CH3:13])[CH3:12])[CH2:3]1)[C:17]1[CH:22]=[CH:21][CH:20]=[CH:19][CH:18]=1, predict the reactants needed to synthesize it. (5) Given the product [C:17]([C:6]1[C:5]([NH:4][C:2]([NH2:1])=[O:3])=[CH:9][N:8]([C:10]2[CH:15]=[CH:14][C:13]([S:50][CH:44]3[CH2:49][CH2:48][CH2:47][CH2:46][CH2:45]3)=[CH:12][CH:11]=2)[N:7]=1)(=[O:18])[NH2:19], predict the reactants needed to synthesize it. The reactants are: [NH2:1][C:2]([NH:4][C:5]1[C:6]([C:17]([NH2:19])=[O:18])=[N:7][N:8]([C:10]2[CH:15]=[CH:14][C:13](I)=[CH:12][CH:11]=2)[CH:9]=1)=[O:3].NC(NC1C(C(N)=O)=NN(C2C=CC(Br)=CC=2)C=1)=O.C([O-])(=O)C.[Cs+].[CH:44]1([SH:50])[CH2:49][CH2:48][CH2:47][CH2:46][CH2:45]1.